This data is from Reaction yield outcomes from USPTO patents with 853,638 reactions. The task is: Predict the reaction yield, written as a fraction of the theoretical maximum amount of product (1.0 means a 100% yield; for example, 0.34 means a 34% yield). (1) The reactants are CON(C)[C:4]([C:6]1[N:7]=[N:8][CH:9]=[CH:10][CH:11]=1)=[O:5].[CH3:13]C(O)=O.OO. The catalyst is C1COCC1. The product is [N:8]1[CH:9]=[CH:10][CH:11]=[C:6]([CH:4]([OH:5])[CH3:13])[N:7]=1. The yield is 0.350. (2) The reactants are [C:1]([O:5][C:6]([N:8]1[CH2:13][CH2:12][NH:11][CH2:10][CH2:9]1)=[O:7])([CH3:4])([CH3:3])[CH3:2].[O:14]1[CH2:17][C:16](=O)[CH2:15]1.C(O[BH-](OC(=O)C)OC(=O)C)(=O)C.[Na+]. No catalyst specified. The product is [C:1]([O:5][C:6]([N:8]1[CH2:13][CH2:12][N:11]([CH:16]2[CH2:17][O:14][CH2:15]2)[CH2:10][CH2:9]1)=[O:7])([CH3:4])([CH3:2])[CH3:3]. The yield is 0.590. (3) The reactants are C[O:2][C:3]1[CH:12]=[CH:11][C:10]2[C:5](=[CH:6][CH:7]=[C:8]([O:13][CH3:14])[CH:9]=2)[C:4]=1[C:15]([C:17]1[CH:22]=[CH:21][C:20]([O:23][CH2:24][CH2:25][N:26]2[CH2:31][CH2:30][CH2:29][CH2:28][CH2:27]2)=[CH:19][CH:18]=1)=[O:16].N#N.B(Cl)(Cl)Cl.CO.C([O-])(O)=O.[Na+]. The catalyst is C(Cl)Cl. The product is [OH:2][C:3]1[CH:12]=[CH:11][C:10]2[C:5](=[CH:6][CH:7]=[C:8]([O:13][CH3:14])[CH:9]=2)[C:4]=1[C:15]([C:17]1[CH:22]=[CH:21][C:20]([O:23][CH2:24][CH2:25][N:26]2[CH2:31][CH2:30][CH2:29][CH2:28][CH2:27]2)=[CH:19][CH:18]=1)=[O:16]. The yield is 0.870.